Dataset: Peptide-MHC class II binding affinity with 134,281 pairs from IEDB. Task: Regression. Given a peptide amino acid sequence and an MHC pseudo amino acid sequence, predict their binding affinity value. This is MHC class II binding data. (1) The peptide sequence is KKTLRLPKMLETEIV. The MHC is DRB1_0404 with pseudo-sequence DRB1_0404. The binding affinity (normalized) is 0.139. (2) The peptide sequence is TNISKEHDGECKETV. The binding affinity (normalized) is 0. The MHC is HLA-DQA10102-DQB10602 with pseudo-sequence HLA-DQA10102-DQB10602. (3) The peptide sequence is GYKVLVLNPSVAAT. The MHC is HLA-DPA10201-DPB10501 with pseudo-sequence HLA-DPA10201-DPB10501. The binding affinity (normalized) is 0.431. (4) The peptide sequence is LFCGCGHEALTGTEKLIETY. The MHC is H-2-IAk with pseudo-sequence H-2-IAk. The binding affinity (normalized) is 0.349. (5) The peptide sequence is AYGIPKVPPGPNITA. The MHC is DRB1_0701 with pseudo-sequence DRB1_0701. The binding affinity (normalized) is 0. (6) The binding affinity (normalized) is 0.868. The peptide sequence is AFKVAATHANAAPAN. The MHC is DRB1_1001 with pseudo-sequence DRB1_1001. (7) The peptide sequence is EKKYFAATQFEPLAC. The MHC is HLA-DPA10201-DPB10101 with pseudo-sequence HLA-DPA10201-DPB10101. The binding affinity (normalized) is 1.00. (8) The peptide sequence is EGRRAKLRSAGEVEI. The MHC is HLA-DQA10102-DQB10602 with pseudo-sequence HLA-DQA10102-DQB10602. The binding affinity (normalized) is 0.587.